From a dataset of Reaction yield outcomes from USPTO patents with 853,638 reactions. Predict the reaction yield, written as a fraction of the theoretical maximum amount of product (1.0 means a 100% yield; for example, 0.34 means a 34% yield). (1) The reactants are [CH2:1]([O:8][C:9]1[CH:17]=[CH:16][C:12]([C:13]([NH2:15])=[O:14])=[C:11]([NH:18][C:19](=O)[CH:20]([C:22]2[CH:27]=[CH:26][C:25]([F:28])=[CH:24][CH:23]=2)[OH:21])[CH:10]=1)[C:2]1[CH:7]=[CH:6][CH:5]=[CH:4][CH:3]=1.C(=O)([O-])[O-].[K+].[K+]. The catalyst is CCO. The product is [CH2:1]([O:8][C:9]1[CH:10]=[C:11]2[C:12]([C:13](=[O:14])[NH:15][C:19]([CH:20]([C:22]3[CH:27]=[CH:26][C:25]([F:28])=[CH:24][CH:23]=3)[OH:21])=[N:18]2)=[CH:16][CH:17]=1)[C:2]1[CH:7]=[CH:6][CH:5]=[CH:4][CH:3]=1. The yield is 0.900. (2) The reactants are C[O:2][C:3]([C@H:5]1[C@:14]2([CH3:18])[C:15]([CH3:17])([CH3:16])[C@@H:7]([C:8]3[C:13]2=[N:12][N:11]=[C:10]([C:19]2[CH:24]=[CH:23][CH:22]=[CH:21][C:20]=2[F:25])[CH:9]=3)[CH2:6]1)=[O:4].[OH-].[Na+]. The catalyst is CO. The product is [F:25][C:20]1[CH:21]=[CH:22][CH:23]=[CH:24][C:19]=1[C:10]1[CH:9]=[C:8]2[C:13]([C@@:14]3([CH3:18])[C:15]([CH3:17])([CH3:16])[C@@H:7]2[CH2:6][C@H:5]3[C:3]([OH:4])=[O:2])=[N:12][N:11]=1. The yield is 0.670. (3) The reactants are [F:1][C:2]1[CH:10]=[C:9]2[C:5]([C:6]([C:20]3[CH:28]=[C:27]4[C:23](C=N[NH:26]4)=[CH:22][CH:21]=3)=[CH:7][N:8]2[S:11]([C:14]2[CH:19]=[CH:18][CH:17]=[CH:16][CH:15]=2)(=[O:13])=[O:12])=[CH:4][CH:3]=1.[CH3:29][C:30]1[O:31]C2C=CC(B3OC(C)(C)C(C)(C)O3)=CC=2N=1.FC1C=C2C(C(I)=CN2S(C2C=CC=CC=2)(=O)=O)=CC=1. No catalyst specified. The product is [F:1][C:2]1[CH:10]=[C:9]2[C:5]([C:6]([C:20]3[CH:21]=[CH:22][C:23]4[O:31][C:30]([CH3:29])=[N:26][C:27]=4[CH:28]=3)=[CH:7][N:8]2[S:11]([C:14]2[CH:19]=[CH:18][CH:17]=[CH:16][CH:15]=2)(=[O:12])=[O:13])=[CH:4][CH:3]=1. The yield is 1.00. (4) The reactants are Cl.Cl.Cl.Cl.[NH2:5][C:6]1([C:10]2[CH:15]=[CH:14][C:13]([N:16]3[C:20]4=[N:21][C:22]([C:25]5[CH:30]=[CH:29][CH:28]=[C:27]([N:31]6[CH2:36][CH2:35][CH:34]([NH2:37])[CH2:33][CH2:32]6)[CH:26]=5)=[CH:23][CH:24]=[C:19]4[N:18]=[C:17]3[C:38]3[C:39]([NH2:44])=[N:40][CH:41]=[CH:42][CH:43]=3)=[CH:12][CH:11]=2)[CH2:9][CH2:8][CH2:7]1.C(N(CC)CC)C.[CH3:52][S:53](Cl)(=[O:55])=[O:54]. The catalyst is C(Cl)Cl.CCOC(C)=O. The product is [NH2:5][C:6]1([C:10]2[CH:11]=[CH:12][C:13]([N:16]3[C:20]4=[N:21][C:22]([C:25]5[CH:26]=[C:27]([N:31]6[CH2:32][CH2:33][CH:34]([NH:37][S:53]([CH3:52])(=[O:55])=[O:54])[CH2:35][CH2:36]6)[CH:28]=[CH:29][CH:30]=5)=[CH:23][CH:24]=[C:19]4[N:18]=[C:17]3[C:38]3[C:39]([NH2:44])=[N:40][CH:41]=[CH:42][CH:43]=3)=[CH:14][CH:15]=2)[CH2:7][CH2:8][CH2:9]1. The yield is 0.540. (5) The reactants are [CH3:1][N:2]([S:27]([C:30]1[S:31][CH:32]=[CH:33][CH:34]=1)(=[O:29])=[O:28])[C:3]1[CH:4]=[CH:5][CH:6]=[C:7]2[C:11]=1[NH:10][C:9]([C:12]1[S:13][C:14]3([CH2:21][CH2:20][N:19]([CH2:22]C(OC)=O)[CH2:18][CH2:17]3)[CH2:15][N:16]=1)=[CH:8]2.[CH3:35][Li].C([O:39][CH2:40][CH3:41])C.[Cl-].[NH4+]. The catalyst is O1CCCC1. The product is [OH:39][C:40]([CH3:41])([CH3:35])[CH2:22][N:19]1[CH2:20][CH2:21][C:14]2([S:13][C:12]([C:9]3[NH:10][C:11]4[C:7]([CH:8]=3)=[CH:6][CH:5]=[CH:4][C:3]=4[N:2]([CH3:1])[S:27]([C:30]3[S:31][CH:32]=[CH:33][CH:34]=3)(=[O:29])=[O:28])=[N:16][CH2:15]2)[CH2:17][CH2:18]1. The yield is 0.440. (6) The reactants are [F:1][C:2]1[CH:3]=[C:4]([CH:7]=[C:8]([O:11]C)[C:9]=1[OH:10])[CH:5]=[O:6].B(Br)(Br)Br. The catalyst is ClCCl. The product is [F:1][C:2]1[CH:3]=[C:4]([CH:7]=[C:8]([OH:11])[C:9]=1[OH:10])[CH:5]=[O:6]. The yield is 0.890. (7) The reactants are [OH:1][C:2]1[CH:3]=[C:4]([NH:17]C(=O)C)[CH:5]=[CH:6][C:7]=1[C:8]([CH3:16])([CH3:15])[CH2:9][O:10][CH2:11][CH2:12][O:13][CH3:14].Cl.C([O-])([O-])=O.[Na+].[Na+]. No catalyst specified. The product is [CH3:14][O:13][CH2:12][CH2:11][O:10][CH2:9][C:8]([C:7]1[CH:6]=[CH:5][C:4]([NH2:17])=[CH:3][C:2]=1[OH:1])([CH3:16])[CH3:15]. The yield is 0.0600. (8) The reactants are [Cl:1][C:2]1[C:3]([C:22]2[S:23][C:24]([C:27]3[N:28]=[C:29]4C([CH:35]=3)C=[C:32]([C:36]([F:39])([F:38])[F:37])[CH:31]=[C:30]4[Cl:40])=[N:25][N:26]=2)=[CH:4][C:5]([F:21])=[C:6]([CH:20]=1)[O:7][CH2:8][CH:9]([NH:12][C:13](=[O:19])[O:14][C:15]([CH3:18])([CH3:17])[CH3:16])[CH2:10][OH:11].C(N(CC)[P:44]([O:50][C:51]([CH3:54])([CH3:53])[CH3:52])[O:45][C:46]([CH3:49])([CH3:48])[CH3:47])C.[NH:57]1[CH:61]=NN=N1.OO.S([O-])([O-])(=[O:66])=S.[Na+].[Na+]. The catalyst is C(Cl)Cl. The product is [Cl:1][C:2]1[C:3]([C:22]2[S:23][C:24]([C:27]3[N:28]=[C:29]4[C:30]([Cl:40])=[CH:31][C:32]([C:36]([F:38])([F:39])[F:37])=[CH:61][N:57]4[CH:35]=3)=[N:25][N:26]=2)=[CH:4][C:5]([F:21])=[C:6]([CH:20]=1)[O:7][CH2:8][CH:9]([NH:12][C:13](=[O:19])[O:14][C:15]([CH3:18])([CH3:16])[CH3:17])[CH2:10][O:11][P:44]([O:45][C:46]([CH3:47])([CH3:48])[CH3:49])([O:50][C:51]([CH3:52])([CH3:53])[CH3:54])=[O:66]. The yield is 0.540. (9) The reactants are C[O:2][C:3]1[CH:7]=[CH:6][S:5][C:4]=1[C:8]1[C:12]2[CH:13]=[C:14]([N:17]3[C:22](=[O:23])[CH:21]=[C:20]([C:24]([F:27])([F:26])[F:25])[N:19]([CH3:28])[C:18]3=[O:29])[CH:15]=[CH:16][C:11]=2[S:10][N:9]=1.B(Cl)(Cl)Cl.Cl. The catalyst is C(Cl)Cl. The product is [OH:2][C:3]1[CH:7]=[CH:6][S:5][C:4]=1[C:8]1[C:12]2[CH:13]=[C:14]([N:17]3[C:22](=[O:23])[CH:21]=[C:20]([C:24]([F:27])([F:26])[F:25])[N:19]([CH3:28])[C:18]3=[O:29])[CH:15]=[CH:16][C:11]=2[S:10][N:9]=1. The yield is 0.722.